Dataset: Forward reaction prediction with 1.9M reactions from USPTO patents (1976-2016). Task: Predict the product of the given reaction. (1) The product is: [Cl:1][C:2]1[C:3]([C:27]2[S:31][C:30]([C:32]3([NH:36][C:42]([NH2:41])=[O:43])[CH2:33][CH2:34][CH2:35]3)=[N:29][CH:28]=2)=[C:4]2[CH:10]=[C:9]([C:11]3[CH:12]=[N:13][N:14]([CH3:16])[CH:15]=3)[N:8]([S:17]([C:20]3[CH:26]=[CH:25][C:23]([CH3:24])=[CH:22][CH:21]=3)(=[O:19])=[O:18])[C:5]2=[N:6][CH:7]=1. Given the reactants [Cl:1][C:2]1[C:3]([C:27]2[S:31][C:30]([C:32]3([NH2:36])[CH2:35][CH2:34][CH2:33]3)=[N:29][CH:28]=2)=[C:4]2[CH:10]=[C:9]([C:11]3[CH:12]=[N:13][N:14]([CH3:16])[CH:15]=3)[N:8]([S:17]([C:20]3[CH:26]=[CH:25][C:23]([CH3:24])=[CH:22][CH:21]=3)(=[O:19])=[O:18])[C:5]2=[N:6][CH:7]=1.C[Si]([N:41]=[C:42]=[O:43])(C)C, predict the reaction product. (2) Given the reactants [Cl:1][C:2]1[CH:7]=[CH:6][CH:5]=[CH:4][C:3]=1[S:8]([NH:11][C:12]1[C:17]([C:18]2[CH:23]=[CH:22][C:21]([CH2:24]Cl)=[CH:20][CH:19]=2)=[N:16][CH:15]=[CH:14][N:13]=1)(=[O:10])=[O:9].[F:26][C:27]1[CH:34]=[C:33]([F:35])[CH:32]=[CH:31][C:28]=1[NH:29][CH3:30], predict the reaction product. The product is: [Cl:1][C:2]1[CH:7]=[CH:6][CH:5]=[CH:4][C:3]=1[S:8]([NH:11][C:12]1[C:17]([C:18]2[CH:19]=[CH:20][C:21]([CH2:24][N:29]([C:28]3[CH:31]=[CH:32][C:33]([F:35])=[CH:34][C:27]=3[F:26])[CH3:30])=[CH:22][CH:23]=2)=[N:16][CH:15]=[CH:14][N:13]=1)(=[O:10])=[O:9]. (3) Given the reactants Cl.[Cl:2][C:3]1[CH:8]=[CH:7][C:6]([NH:9][NH2:10])=[CH:5][CH:4]=1.F[C:12]1[CH:19]=[CH:18][C:17]([I:20])=[CH:16][C:13]=1[CH:14]=O.C(=O)([O-])[O-].[Cs+].[Cs+].O, predict the reaction product. The product is: [Cl:2][C:3]1[CH:8]=[CH:7][C:6]([N:9]2[C:12]3[C:13](=[CH:16][C:17]([I:20])=[CH:18][CH:19]=3)[CH:14]=[N:10]2)=[CH:5][CH:4]=1. (4) Given the reactants Cl.[CH2:2]([N:9]1[C:13]([C:14]([F:17])([F:16])[F:15])=[C:12]([CH3:18])[C:11]([C:19]2[CH:24]=[CH:23][C:22]([Cl:25])=[CH:21][CH:20]=2)=[C:10]1[C:26]([N:28]([CH2:30][CH2:31][NH:32]C(=O)OC(C)(C)C)[CH3:29])=[O:27])[C:3]1[CH:8]=[CH:7][CH:6]=[CH:5][CH:4]=1, predict the reaction product. The product is: [ClH:25].[NH2:32][CH2:31][CH2:30][N:28]([CH3:29])[C:26]([C:10]1[N:9]([CH2:2][C:3]2[CH:4]=[CH:5][CH:6]=[CH:7][CH:8]=2)[C:13]([C:14]([F:16])([F:17])[F:15])=[C:12]([CH3:18])[C:11]=1[C:19]1[CH:20]=[CH:21][C:22]([Cl:25])=[CH:23][CH:24]=1)=[O:27]. (5) Given the reactants [CH2:1]1[CH:6]2[CH2:7][C:8]3([NH2:11])[CH2:10][CH:4]([CH2:5]2)[CH2:3][CH:2]1[CH2:9]3.Cl[CH2:13][C:14]1[N:18]=[C:17]([CH:19]2[CH2:23][CH2:22][CH2:21][CH2:20]2)[O:16][N:15]=1, predict the reaction product. The product is: [CH:19]1([C:17]2[O:16][N:15]=[C:14]([CH2:13][NH:11][C:8]34[CH2:10][CH:4]5[CH2:5][CH:6]([CH2:1][CH:2]([CH2:3]5)[CH2:9]3)[CH2:7]4)[N:18]=2)[CH2:20][CH2:21][CH2:22][CH2:23]1. (6) Given the reactants [Br:1][C:2]1[CH:7]=[C:6]([C:8]2([CH2:15]O)[NH:13][C:12](=[O:14])[CH2:11][O:10][CH2:9]2)[CH:5]=[CH:4][N:3]=1.C([O-])([O-])=O.[Na+].[Na+].C(N(S(F)(F)[F:29])CC)C, predict the reaction product. The product is: [Br:1][C:2]1[CH:7]=[C:6]([C:8]2([CH2:15][F:29])[NH:13][C:12](=[O:14])[CH2:11][O:10][CH2:9]2)[CH:5]=[CH:4][N:3]=1. (7) Given the reactants [Cl:1][C:2]([F:42])([O:21][C:22]([F:41])([F:40])[C:23]([F:39])([O:28][C:29]([F:38])([F:37])[C:30]([F:36])([F:35])[C:31]([F:34])([F:33])[F:32])[C:24]([F:27])([F:26])[F:25])[C:3]([F:20])([F:19])[O:4][C:5]1[CH:14]=[C:13]([C:15]([O:17]C)=[O:16])[CH:12]=[CH:11][C:6]=1[C:7]([O:9]C)=[O:8].[OH-].[K+].Cl, predict the reaction product. The product is: [Cl:1][C:2]([F:42])([O:21][C:22]([F:40])([F:41])[C:23]([F:39])([O:28][C:29]([F:38])([F:37])[C:30]([F:36])([F:35])[C:31]([F:34])([F:33])[F:32])[C:24]([F:25])([F:26])[F:27])[C:3]([F:19])([F:20])[O:4][C:5]1[CH:14]=[C:13]([C:15]([OH:17])=[O:16])[CH:12]=[CH:11][C:6]=1[C:7]([OH:9])=[O:8].